This data is from Full USPTO retrosynthesis dataset with 1.9M reactions from patents (1976-2016). The task is: Predict the reactants needed to synthesize the given product. (1) Given the product [Cl:1][C:2]1[CH:3]=[C:4]([NH:8][C:9]2[CH:14]=[CH:13][N:12]3[N:15]=[CH:16][C:17]([N:26]4[C:27]5[C:23](=[CH:22][C:21]([F:20])=[CH:29][CH:28]=5)[C:24](=[CH2:32])[C:25]4=[O:30])=[C:11]3[N:10]=2)[CH:5]=[CH:6][CH:7]=1, predict the reactants needed to synthesize it. The reactants are: [Cl:1][C:2]1[CH:3]=[C:4]([NH:8][C:9]2[CH:14]=[CH:13][N:12]3[N:15]=[CH:16][C:17](C=O)=[C:11]3[N:10]=2)[CH:5]=[CH:6][CH:7]=1.[F:20][C:21]1[CH:22]=[C:23]2[C:27](=[CH:28][CH:29]=1)[NH:26][C:25](=[O:30])[CH2:24]2.N1CCCC[CH2:32]1. (2) Given the product [CH3:1][O:2][C:3]([C:4]1[N:20]=[C:17]([CH3:18])[S:19][C:5]=1[C:6]1[C:11]([F:12])=[CH:10][CH:9]=[CH:8][C:7]=1[Cl:13])=[O:16], predict the reactants needed to synthesize it. The reactants are: [CH3:1][O:2][C:3](=[O:16])[C:4](=O)[CH:5](Cl)[C:6]1[C:11]([F:12])=[CH:10][CH:9]=[CH:8][C:7]=1[Cl:13].[C:17]([NH2:20])(=[S:19])[CH3:18]. (3) The reactants are: [O-]CC.[Na+].[NH2:5][C:6]1[N:10]([C:11]2[C:16]([Cl:17])=[CH:15][C:14]([C:18]([F:21])([F:20])[F:19])=[CH:13][C:12]=2[Cl:22])[N:9]=[C:8]([CH:23]=[N:24][OH:25])[C:7]=1[S:26]([CH3:28])=[O:27].I[CH:30]([CH3:32])[CH3:31]. Given the product [CH:30]([O:25][N:24]=[CH:23][C:8]1[C:7]([S:26]([CH3:28])=[O:27])=[C:6]([NH2:5])[N:10]([C:11]2[C:16]([Cl:17])=[CH:15][C:14]([C:18]([F:21])([F:20])[F:19])=[CH:13][C:12]=2[Cl:22])[N:9]=1)([CH3:32])[CH3:31], predict the reactants needed to synthesize it.